This data is from Forward reaction prediction with 1.9M reactions from USPTO patents (1976-2016). The task is: Predict the product of the given reaction. Given the reactants [F:1][C:2]1[CH:10]=[C:9]([CH:11]=[O:12])[CH:8]=[CH:7][C:3]=1[C:4](Cl)=[O:5].C(N(C(C)C)C(C)C)C.[CH2:22]([C:29]1[CH:34]=[CH:33][C:32]([NH2:35])=[C:31]([I:36])[CH:30]=1)[C:23]1[CH:28]=[CH:27][CH:26]=[CH:25][CH:24]=1.Cl, predict the reaction product. The product is: [CH2:22]([C:29]1[CH:34]=[CH:33][C:32]([NH:35][C:4](=[O:5])[C:3]2[CH:7]=[CH:8][C:9]([CH:11]=[O:12])=[CH:10][C:2]=2[F:1])=[C:31]([I:36])[CH:30]=1)[C:23]1[CH:24]=[CH:25][CH:26]=[CH:27][CH:28]=1.